This data is from Full USPTO retrosynthesis dataset with 1.9M reactions from patents (1976-2016). The task is: Predict the reactants needed to synthesize the given product. (1) Given the product [CH3:3][CH:2]([S:4]([NH:7][C@H:8]1[CH2:13][CH2:12][C@H:11]([CH2:14][NH:15][C:16]2[S:18][CH:20]=[C:21]([C:23]3[C:24]([CH3:29])=[N:25][CH:26]=[CH:27][CH:28]=3)[N:17]=2)[CH2:10][CH2:9]1)(=[O:5])=[O:6])[CH3:1], predict the reactants needed to synthesize it. The reactants are: [CH3:1][CH:2]([S:4]([NH:7][C@H:8]1[CH2:13][CH2:12][C@H:11]([CH2:14][NH:15][C:16](=[S:18])[NH-:17])[CH2:10][CH2:9]1)(=[O:6])=[O:5])[CH3:3].Cl[CH2:20][C:21]([C:23]1[C:24]([CH3:29])=[N:25][CH:26]=[CH:27][CH:28]=1)=O. (2) Given the product [F:1][C:2]1[CH:3]=[CH:4][C:5]([C@@H:8]([NH:11][C:12]2[N:17]=[C:16]3[N:18]([C:19]4[CH:23]=[C:22]([O:24][CH:25]([CH3:27])[CH3:26])[NH:21][N:20]=4)[CH:31]=[N:28][C:15]3=[CH:14][CH:13]=2)[CH2:9][CH3:10])=[N:6][CH:7]=1, predict the reactants needed to synthesize it. The reactants are: [F:1][C:2]1[CH:3]=[CH:4][C:5]([C@@H:8]([NH:11][C:12]2[N:17]=[C:16]([NH:18][C:19]3[CH:23]=[C:22]([O:24][CH:25]([CH3:27])[CH3:26])[NH:21][N:20]=3)[C:15]([N+:28]([O-])=O)=[CH:14][CH:13]=2)[CH2:9][CH3:10])=[N:6][CH:7]=1.[CH2:31](O)C.C(O)(=O)C.C(N)=N.C(OCC)(=O)C. (3) Given the product [C:1]([O:5][C@@H:6]([C:10]1[C:11]([I:24])=[C:12]2[C:19]3[CH2:20][CH2:21][CH2:22][CH2:23][C:18]=3[S:17][C:13]2=[N:14][C:15]=1[CH3:16])[C:7]([O:9][CH3:35])=[O:8])([CH3:4])([CH3:2])[CH3:3], predict the reactants needed to synthesize it. The reactants are: [C:1]([O:5][C@@H:6]([C:10]1[C:11]([I:24])=[C:12]2[C:19]3[CH2:20][CH2:21][CH2:22][CH2:23][C:18]=3[S:17][C:13]2=[N:14][C:15]=1[CH3:16])[C:7]([OH:9])=[O:8])([CH3:4])([CH3:3])[CH3:2].F[P-](F)(F)(F)(F)F.N1(OC(=[N+](C)C)N(C)C)C2C=CC=C[C:35]=2N=N1.C(N(C(C)C)C(C)C)C.CO.